This data is from Forward reaction prediction with 1.9M reactions from USPTO patents (1976-2016). The task is: Predict the product of the given reaction. Given the reactants [C:1]([O:5][C:6](=[O:17])[C:7]1[CH:12]=[C:11]([CH:13]=[CH2:14])[N:10]=[C:9]([CH:15]=[CH2:16])[CH:8]=1)([CH3:4])([CH3:3])[CH3:2], predict the reaction product. The product is: [C:1]([O:5][C:6](=[O:17])[C:7]1[CH:12]=[C:11]([CH2:13][CH3:14])[N:10]=[C:9]([CH2:15][CH3:16])[CH:8]=1)([CH3:3])([CH3:4])[CH3:2].